This data is from Reaction yield outcomes from USPTO patents with 853,638 reactions. The task is: Predict the reaction yield, written as a fraction of the theoretical maximum amount of product (1.0 means a 100% yield; for example, 0.34 means a 34% yield). (1) The reactants are [OH:1][C:2]1[C:7]([C:8]2[CH2:9][CH2:10][N:11]([CH3:14])[CH2:12][CH:13]=2)=[C:6]([O:15][CH3:16])[CH:5]=[C:4]([O:17][CH3:18])[C:3]=1[C:19](=[O:28])/[CH:20]=[CH:21]/[C:22]1[CH:27]=[CH:26][CH:25]=[CH:24][CH:23]=1.[I-].S(=O)(=O)(O)O. The catalyst is CS(C)=O. The product is [CH3:18][O:17][C:4]1[CH:5]=[C:6]([O:15][CH3:16])[C:7]([C:8]2[CH2:13][CH2:12][N:11]([CH3:14])[CH2:10][CH:9]=2)=[C:2]2[C:3]=1[C:19](=[O:28])[CH:20]=[C:21]([C:22]1[CH:27]=[CH:26][CH:25]=[CH:24][CH:23]=1)[O:1]2. The yield is 0.500. (2) The reactants are [C:1]([C:3]1[CH:8]=[CH:7][CH:6]=[CH:5][C:4]=1[C:9]1[CH:14]=[CH:13][C:12]([CH2:15][CH:16]([C:22](=O)[CH2:23][CH2:24][CH3:25])[C:17](OCC)=[O:18])=[C:11]([F:27])[CH:10]=1)#[N:2].[CH3:28][O:29][CH2:30][CH:31]([NH:33][C:34]1[NH:38][C:37]([CH3:39])=[N:36][N:35]=1)[CH3:32]. No catalyst specified. The product is [F:27][C:11]1[CH:10]=[C:9]([C:4]2[C:3]([C:1]#[N:2])=[CH:8][CH:7]=[CH:6][CH:5]=2)[CH:14]=[CH:13][C:12]=1[CH2:15][C:16]1[C:17](=[O:18])[N:33]([CH:31]([CH3:32])[CH2:30][O:29][CH3:28])[C:34]2[N:35]([N:36]=[C:37]([CH3:39])[N:38]=2)[C:22]=1[CH2:23][CH2:24][CH3:25]. The yield is 0.400. (3) The reactants are Br[C:2]1[N:7]=[C:6]([C:8]([OH:10])=[O:9])[CH:5]=[CH:4][C:3]=1[Cl:11].[Cl:12][C:13]1[CH:14]=[C:15](B(O)O)[CH:16]=[CH:17][CH:18]=1.C(=O)([O-])[O-].[Cs+].[Cs+]. The catalyst is CN(C=O)C. The yield is 0.320. The product is [Cl:11][C:3]1[CH:4]=[CH:5][C:6]([C:8]([OH:10])=[O:9])=[N:7][C:2]=1[C:17]1[CH:16]=[CH:15][CH:14]=[C:13]([Cl:12])[CH:18]=1. (4) The reactants are [CH3:1][O:2][C:3]([C:5]1[CH:6]=[C:7]2[C:12](=[CH:13][CH:14]=1)[NH:11][CH:10]([C:15]1[CH:16]=[C:17]([CH:21]=[CH:22][CH:23]=1)[C:18](O)=[O:19])[C:9]([CH3:25])([CH3:24])[CH2:8]2)=[O:4].ON1C2C=CC=CC=2N=N1.CN(C)CCCN=C=NCC.Cl.CN1CCOCC1.[CH3:55][N:56]1[CH2:59][CH:58]([NH2:60])[CH2:57]1. The catalyst is ClCCl. The product is [CH3:24][C:9]1([CH3:25])[CH2:8][C:7]2[C:12](=[CH:13][CH:14]=[C:5]([C:3]([O:2][CH3:1])=[O:4])[CH:6]=2)[NH:11][CH:10]1[C:15]1[CH:23]=[CH:22][CH:21]=[C:17]([C:18](=[O:19])[NH:60][CH:58]2[CH2:59][N:56]([CH3:55])[CH2:57]2)[CH:16]=1. The yield is 0.858. (5) The reactants are [C:1]([C:5]1[CH:6]=[C:7]2[C:12](=[C:13]([F:15])[CH:14]=1)[C:11](=[O:16])[N:10]([C:17]1[N:24]=[CH:23][CH:22]=[C:21]([C:25]3[CH:30]=[C:29]([NH:31][C:32]4[CH:44]=[C:35]5[CH2:36][N:37]([CH2:40][CH:41]([F:43])[F:42])[CH2:38][CH2:39][N:34]5[N:33]=4)[C:28](=[O:45])[N:27]([CH3:46])[CH:26]=3)[C:18]=1[CH:19]=[O:20])[N:9]=[CH:8]2)([CH3:4])([CH3:3])[CH3:2].[BH4-].[Na+]. The catalyst is CO.ClCCl. The product is [C:1]([C:5]1[CH:6]=[C:7]2[C:12](=[C:13]([F:15])[CH:14]=1)[C:11](=[O:16])[N:10]([C:17]1[C:18]([CH2:19][OH:20])=[C:21]([C:25]3[CH:30]=[C:29]([NH:31][C:32]4[CH:44]=[C:35]5[CH2:36][N:37]([CH2:40][CH:41]([F:43])[F:42])[CH2:38][CH2:39][N:34]5[N:33]=4)[C:28](=[O:45])[N:27]([CH3:46])[CH:26]=3)[CH:22]=[CH:23][N:24]=1)[N:9]=[CH:8]2)([CH3:4])([CH3:2])[CH3:3]. The yield is 0.600. (6) The reactants are [Cl:1][C:2]1[CH:15]=[C:14](/[CH:16]=[CH:17]/[CH:18]([C:23]2[CH:28]=[C:27]([Cl:29])[C:26]([Cl:30])=[C:25]([Cl:31])[CH:24]=2)[C:19]([F:22])([F:21])[F:20])[CH:13]=[CH:12][C:3]=1[CH2:4][NH:5][C:6](=[O:11])[CH2:7][CH2:8]SC.O[O:33][S:34]([O-:36])=O.[K+].[CH3:38]C(C)=O. The catalyst is O. The product is [Cl:1][C:2]1[CH:15]=[C:14](/[CH:16]=[CH:17]/[CH:18]([C:23]2[CH:24]=[C:25]([Cl:31])[C:26]([Cl:30])=[C:27]([Cl:29])[CH:28]=2)[C:19]([F:22])([F:21])[F:20])[CH:13]=[CH:12][C:3]=1[CH2:4][NH:5][C:6](=[O:11])[CH2:7][CH2:8][S:34]([CH3:38])(=[O:36])=[O:33]. The yield is 0.600. (7) The reactants are [Cl:1][C:2]1[CH:3]=[C:4]([C:8]2[C:12]([C:13]([OH:15])=O)=[C:11]([CH3:16])[O:10][N:9]=2)[CH:5]=[CH:6][CH:7]=1.[CH3:17][O:18][C:19]1[CH:28]=[C:27]([N:29]2[CH2:34][CH2:33][O:32][CH2:31][CH2:30]2)[CH:26]=[CH:25][C:20]=1[C:21]([NH:23][NH2:24])=O.[Cl-].ClC1N(C)C=C[N+]=1C.C(N(CC)CC)C. The catalyst is ClCCl.C(OCC)(=O)C. The product is [Cl:1][C:2]1[CH:3]=[C:4]([C:8]2[C:12]([C:13]3[O:15][C:21]([C:20]4[CH:25]=[CH:26][C:27]([N:29]5[CH2:34][CH2:33][O:32][CH2:31][CH2:30]5)=[CH:28][C:19]=4[O:18][CH3:17])=[N:23][N:24]=3)=[C:11]([CH3:16])[O:10][N:9]=2)[CH:5]=[CH:6][CH:7]=1. The yield is 0.620.